Task: Predict the product of the given reaction.. Dataset: Forward reaction prediction with 1.9M reactions from USPTO patents (1976-2016) (1) Given the reactants Cl.[Br:2][C:3]1[C:4]([C:9]2([CH2:21][NH2:22])[CH2:14][CH2:13][N:12]([S:15]([CH2:18][CH2:19][CH3:20])(=[O:17])=[O:16])[CH2:11][CH2:10]2)=[N:5][CH:6]=[CH:7][CH:8]=1.C(N(CC)C(C)C)(C)C.[Cl:32][C:33]1[CH:41]=[C:40]([Cl:42])[CH:39]=[CH:38][C:34]=1[C:35](Cl)=[O:36].C(=O)([O-])[O-].[Na+].[Na+], predict the reaction product. The product is: [Br:2][C:3]1[C:4]([C:9]2([CH2:21][NH:22][C:35](=[O:36])[C:34]3[CH:38]=[CH:39][C:40]([Cl:42])=[CH:41][C:33]=3[Cl:32])[CH2:14][CH2:13][N:12]([S:15]([CH2:18][CH2:19][CH3:20])(=[O:16])=[O:17])[CH2:11][CH2:10]2)=[N:5][CH:6]=[CH:7][CH:8]=1. (2) Given the reactants [C:1]1([S:7]([N:10]2[CH2:19][CH2:18][C:17]3[C:12](=[CH:13][CH:14]=[C:15]([O:20]CC4C=CC=CC=4)[CH:16]=3)[CH:11]2[C:28]2[CH:33]=[CH:32][C:31]([O:34][CH2:35][CH2:36][N:37]3[CH2:41][CH2:40][CH2:39][CH2:38]3)=[CH:30][CH:29]=2)(=[O:9])=[O:8])[CH:6]=[CH:5][CH:4]=[CH:3][CH:2]=1.C([O-])=O.[NH4+], predict the reaction product. The product is: [C:1]1([S:7]([N:10]2[CH2:19][CH2:18][C:17]3[C:12](=[CH:13][CH:14]=[C:15]([OH:20])[CH:16]=3)[CH:11]2[C:28]2[CH:33]=[CH:32][C:31]([O:34][CH2:35][CH2:36][N:37]3[CH2:41][CH2:40][CH2:39][CH2:38]3)=[CH:30][CH:29]=2)(=[O:9])=[O:8])[CH:2]=[CH:3][CH:4]=[CH:5][CH:6]=1. (3) Given the reactants CCN(C(C)C)C(C)C.[OH:10][C:11]1[CH:16]=[CH:15][CH:14]=[CH:13][C:12]=1[C:17]1[NH:21][N:20]=[C:19]([C:22]([OH:24])=O)[CH:18]=1.CCN=C=NCCCN(C)C.C1C=CC2N(O)N=NC=2C=1.[NH2:46][CH2:47][C:48]([N:50]1[CH2:55][CH2:54][N:53]([C:56](=[O:65])[C:57]2[CH:62]=[C:61]([Cl:63])[CH:60]=[CH:59][C:58]=2[Cl:64])[CH2:52][CH2:51]1)=[O:49].Cl, predict the reaction product. The product is: [Cl:64][C:58]1[CH:59]=[CH:60][C:61]([Cl:63])=[CH:62][C:57]=1[C:56]([N:53]1[CH2:52][CH2:51][N:50]([C:48](=[O:49])[CH2:47][NH:46][C:22]([C:19]2[CH:18]=[C:17]([C:12]3[CH:13]=[CH:14][CH:15]=[CH:16][C:11]=3[OH:10])[NH:21][N:20]=2)=[O:24])[CH2:55][CH2:54]1)=[O:65]. (4) Given the reactants [CH3:1][S:2]([C:4]1[CH:10]=[CH:9][C:7]([NH2:8])=[CH:6][CH:5]=1)=[O:3].[F:11][C:12]1[CH:19]=[CH:18][C:15]([CH:16]=O)=[CH:14][C:13]=1[O:20][CH3:21], predict the reaction product. The product is: [F:11][C:12]1[CH:19]=[CH:18][C:15]([CH:16]=[N:8][C:7]2[CH:9]=[CH:10][C:4]([S:2]([CH3:1])=[O:3])=[CH:5][CH:6]=2)=[CH:14][C:13]=1[O:20][CH3:21]. (5) The product is: [Cl:1][C:2]1[C:3]([CH2:30][N:32]2[CH2:37][CH2:36][CH2:35][C@H:34]([NH:38][C:39](=[O:45])[O:40][C:41]([CH3:42])([CH3:44])[CH3:43])[CH2:33]2)=[C:4]([C:26]([F:27])([F:28])[F:29])[CH:5]=[C:6]2[C:11]=1[N:10]=[CH:9][N:8]([CH2:12][C:13]1[CH:18]=[C:17]([Cl:19])[CH:16]=[CH:15][C:14]=1[S:20]([CH2:23][CH3:24])(=[O:22])=[O:21])[C:7]2=[O:25]. Given the reactants [Cl:1][C:2]1[C:3]([CH:30]=O)=[C:4]([C:26]([F:29])([F:28])[F:27])[CH:5]=[C:6]2[C:11]=1[N:10]=[CH:9][N:8]([CH2:12][C:13]1[CH:18]=[C:17]([Cl:19])[CH:16]=[CH:15][C:14]=1[S:20]([CH2:23][CH3:24])(=[O:22])=[O:21])[C:7]2=[O:25].[NH:32]1[CH2:37][CH2:36][CH2:35][C@H:34]([NH:38][C:39](=[O:45])[O:40][C:41]([CH3:44])([CH3:43])[CH3:42])[CH2:33]1, predict the reaction product.